Predict the reactants needed to synthesize the given product. From a dataset of Full USPTO retrosynthesis dataset with 1.9M reactions from patents (1976-2016). (1) Given the product [O:1]=[C:2]1[CH:11]=[CH:10][C:9]2[C:4](=[CH:5][CH:6]=[CH:7][N:8]=2)[N:3]1[CH2:12][C:13]([OH:15])=[O:14], predict the reactants needed to synthesize it. The reactants are: [O:1]=[C:2]1[CH:11]=[CH:10][C:9]2[C:4](=[CH:5][CH:6]=[CH:7][N:8]=2)[N:3]1[CH2:12][C:13]([O:15]C)=[O:14].[OH-].[Na+]. (2) The reactants are: [N+:1]([C:4]1[CH:17]=[CH:16][C:7]([C:8]([NH:10][C:11]2[S:12][CH:13]=[CH:14][N:15]=2)=[O:9])=[CH:6][C:5]=1[F:18])([O-])=O.C(O)(=O)C. Given the product [NH2:1][C:4]1[CH:17]=[CH:16][C:7]([C:8]([NH:10][C:11]2[S:12][CH:13]=[CH:14][N:15]=2)=[O:9])=[CH:6][C:5]=1[F:18], predict the reactants needed to synthesize it.